This data is from Forward reaction prediction with 1.9M reactions from USPTO patents (1976-2016). The task is: Predict the product of the given reaction. Given the reactants [CH2:1]([O:3][CH2:4][C:5]1[N:6]([CH2:18][C:19]2([OH:24])[CH2:23][CH2:22][CH2:21][CH2:20]2)[C:7]2[C:16]3[CH:15]=[CH:14][CH:13]=[CH:12][C:11]=3[N:10]=[CH:9][C:8]=2[N:17]=1)[CH3:2].C1C=C(Cl)C=C(C(OO)=O)C=1.[OH-].[NH4+:37].S(Cl)(C1C=CC(C)=CC=1)(=O)=O, predict the reaction product. The product is: [NH2:37][C:9]1[C:8]2[N:17]=[C:5]([CH2:4][O:3][CH2:1][CH3:2])[N:6]([CH2:18][C:19]3([OH:24])[CH2:23][CH2:22][CH2:21][CH2:20]3)[C:7]=2[C:16]2[CH:15]=[CH:14][CH:13]=[CH:12][C:11]=2[N:10]=1.